Dataset: TCR-epitope binding with 47,182 pairs between 192 epitopes and 23,139 TCRs. Task: Binary Classification. Given a T-cell receptor sequence (or CDR3 region) and an epitope sequence, predict whether binding occurs between them. (1) The epitope is GTSGSPIVNR. The TCR CDR3 sequence is CASSPEGLMNTEAFF. Result: 0 (the TCR does not bind to the epitope). (2) The epitope is GTSGSPIVNR. The TCR CDR3 sequence is CASNLGTEETQYF. Result: 1 (the TCR binds to the epitope). (3) Result: 0 (the TCR does not bind to the epitope). The epitope is HPVGEADYFEY. The TCR CDR3 sequence is CASSQDRGYTF. (4) The epitope is ITEEVGHTDLMAAY. The TCR CDR3 sequence is CASSKLADLNNEQFF. Result: 1 (the TCR binds to the epitope). (5) The epitope is KRWIILGLNK. The TCR CDR3 sequence is CASSPRTGELFF. Result: 1 (the TCR binds to the epitope). (6) The epitope is KAFSPEVIPMF. The TCR CDR3 sequence is CASSQDRSLEQYF. Result: 0 (the TCR does not bind to the epitope). (7) The epitope is ISDYDYYRY. The TCR CDR3 sequence is CATGQTYEQYF. Result: 0 (the TCR does not bind to the epitope). (8) The epitope is GLIYNRMGAVTTEV. The TCR CDR3 sequence is CSVEPSGRARTYNEQFF. Result: 0 (the TCR does not bind to the epitope). (9) The epitope is VTEHDTLLY. The TCR CDR3 sequence is CATSRSGQGEKLFF. Result: 0 (the TCR does not bind to the epitope). (10) The epitope is HTDFSSEIIGY. The TCR CDR3 sequence is CASSLRGLASTSSYNEQFF. Result: 0 (the TCR does not bind to the epitope).